Task: Predict the product of the given reaction.. Dataset: Forward reaction prediction with 1.9M reactions from USPTO patents (1976-2016) (1) The product is: [F:26][C:27]1[CH:32]=[CH:31][CH:30]=[C:29]([F:33])[C:28]=1[C:34]([F:39])([F:38])[C:35]([NH:1][CH2:2][C:3]1[CH:4]=[C:5]2[C:9](=[CH:10][CH:11]=1)[C:8](=[O:12])[N:7]([CH:13]1[CH2:18][CH2:17][C:16](=[O:19])[NH:15][C:14]1=[O:20])[CH2:6]2)=[O:36]. Given the reactants [NH2:1][CH2:2][C:3]1[CH:4]=[C:5]2[C:9](=[CH:10][CH:11]=1)[C:8](=[O:12])[N:7]([CH:13]1[CH2:18][CH2:17][C:16](=[O:19])[NH:15][C:14]1=[O:20])[CH2:6]2.S(O)(=O)(=O)C.[F:26][C:27]1[CH:32]=[CH:31][CH:30]=[C:29]([F:33])[C:28]=1[C:34]([F:39])([F:38])[C:35](O)=[O:36].C(N(C(C)C)CC)(C)C.F[P-](F)(F)(F)(F)F.CN(C(N(C)C)=[N+]1C2C(=NC=CC=2)[N+]([O-])=N1)C, predict the reaction product. (2) Given the reactants C1N=CN([C:6](N2C=NC=C2)=[O:7])C=1.[NH2:13][C:14]1[CH:19]=[CH:18][C:17]([O:20][CH3:21])=[CH:16][C:15]=1[CH2:22][CH2:23][NH:24][CH:25]1[CH2:30][CH2:29][N:28]([CH2:31][C:32]2[CH:37]=[CH:36][CH:35]=[CH:34][CH:33]=2)[CH2:27][CH2:26]1, predict the reaction product. The product is: [CH2:31]([N:28]1[CH2:29][CH2:30][CH:25]([N:24]2[CH2:23][CH2:22][C:15]3[CH:16]=[C:17]([O:20][CH3:21])[CH:18]=[CH:19][C:14]=3[NH:13][C:6]2=[O:7])[CH2:26][CH2:27]1)[C:32]1[CH:33]=[CH:34][CH:35]=[CH:36][CH:37]=1. (3) Given the reactants [Br:1][C:2]1[CH:10]=[CH:9][C:5]([C:6]([OH:8])=[O:7])=[CH:4][C:3]=1[S:11](Cl)(=O)=O, predict the reaction product. The product is: [Br:1][C:2]1[CH:10]=[CH:9][C:5]([C:6]([OH:8])=[O:7])=[CH:4][C:3]=1[SH:11]. (4) The product is: [C:5]([O:8][CH2:9][CH:10]=[CH2:11])(=[O:7])[CH3:6].[O:25]=[O:3].[CH2:12]=[CH:13][CH3:14]. Given the reactants C(O)(=[O:3])C.[C:5]([O:8][CH2:9][CH:10]=[CH2:11])(=[O:7])[CH3:6].[C:12](OCC=C)(=O)[CH:13]=[CH2:14].C(O)(=O)C=C.[OH2:25], predict the reaction product.